This data is from Experimentally validated miRNA-target interactions with 360,000+ pairs, plus equal number of negative samples. The task is: Binary Classification. Given a miRNA mature sequence and a target amino acid sequence, predict their likelihood of interaction. (1) The miRNA is hsa-miR-8082 with sequence UGAUGGAGCUGGGAAUACUCUG. The protein sequence of the target gene is MAARWRFWCVSVTMVVALLIVCDVPSASAQRKKEMVLSEKVSQLMEWTNKRPVIRMNGDKFRRLVKAPPRNYSVIVMFTALQLHRQCVVCKQADEEFQILANSWRYSSAFTNRIFFAMVDFDEGSDVFQMLNMNSAPTFINFPAKGKPKRGDTYELQVRGFSAEQIARWIADRTDVNIRVIRPPNYAGPLMLGLLLAVIGGLVYLRRSNMEFLFNKTGWAFAALCFVLAMTSGQMWNHIRGPPYAHKNPHTGHVNYIHGSSQAQFVAETHIVLLFNGGVTLGMVLLCEAATSDMDIGKRK.... Result: 1 (interaction). (2) The protein sequence of the target gene is MTSVAKVYYSQTTQTESRPLMGPGIRRRRVLTKDGRSNVRMEHIADKRFLYLKDLWTTFIDMQWRYKLLLFSATFAGTWFLFGVVWYLVAVAHGDLLELDPPANHTPCVVQVHTLTGAFLFSLESQTTIGYGFRYISEECPLAIVLLIAQLVLTTILEIFITGTFLAKIARPKKRAETIRFSQHAVVASHNGKPCLMIRVANMRKSLLIGCQVTGKLLQTHQTKEGENIRLNQVNVTFQVDTASDSPFLILPLTFYHVVDETSPLKDLPLRSGEGDFELVLILSGTVESTSATCQVRTSY.... The miRNA is hsa-miR-454-5p with sequence ACCCUAUCAAUAUUGUCUCUGC. Result: 1 (interaction).